From a dataset of Full USPTO retrosynthesis dataset with 1.9M reactions from patents (1976-2016). Predict the reactants needed to synthesize the given product. (1) The reactants are: Br[CH:2]([CH3:4])[CH3:3].[F:5][C:6]1[CH:47]=[CH:46][CH:45]=[C:44]([F:48])[C:7]=1[C:8]([NH:10][C:11]1[CH:16]=[CH:15][CH:14]=[C:13]([C:17]2[N:18]=[C:19]([CH3:43])[S:20][C:21]=2[C:22]2[CH:27]=[CH:26][N:25]=[C:24]([NH:28][C:29]3[CH:34]=[CH:33][C:32]([O:35][CH:36]4[CH2:41][CH2:40][NH:39][CH2:38][CH2:37]4)=[C:31]([F:42])[CH:30]=3)[N:23]=2)[CH:12]=1)=[O:9]. Given the product [F:48][C:44]1[CH:45]=[CH:46][CH:47]=[C:6]([F:5])[C:7]=1[C:8]([NH:10][C:11]1[CH:16]=[CH:15][CH:14]=[C:13]([C:17]2[N:18]=[C:19]([CH3:43])[S:20][C:21]=2[C:22]2[CH:27]=[CH:26][N:25]=[C:24]([NH:28][C:29]3[CH:34]=[CH:33][C:32]([O:35][CH:36]4[CH2:41][CH2:40][N:39]([CH:2]([CH3:4])[CH3:3])[CH2:38][CH2:37]4)=[C:31]([F:42])[CH:30]=3)[N:23]=2)[CH:12]=1)=[O:9], predict the reactants needed to synthesize it. (2) The reactants are: [CH3:1][O:2][C:3]([C:5]1[CH:10]=[CH:9][CH:8]=[CH:7][C:6]=1[NH:11][C:12]([CH:14]1[CH2:19][CH2:18][N:17](C(OC(C)(C)C)=O)[CH2:16][CH2:15]1)=[O:13])=[O:4]. Given the product [NH:17]1[CH2:18][CH2:19][CH:14]([C:12]([NH:11][C:6]2[CH:7]=[CH:8][CH:9]=[CH:10][C:5]=2[C:3]([O:2][CH3:1])=[O:4])=[O:13])[CH2:15][CH2:16]1, predict the reactants needed to synthesize it. (3) Given the product [Br:1][C:2]1[CH:3]=[CH:4][C:5]2[N:6]([N:15]=[N:14][C:8]=2[CH2:9][CH:10]([CH3:13])[CH2:11][CH3:12])[CH:7]=1, predict the reactants needed to synthesize it. The reactants are: [Br:1][C:2]1[CH:3]=[CH:4][C:5](/[C:8](=[N:14]\[NH2:15])/[CH2:9][CH:10]([CH3:13])[CH2:11][CH3:12])=[N:6][CH:7]=1. (4) Given the product [NH2:1][C:2]1[CH:10]=[C:9]([O:11][CH:12]([CH3:14])[CH3:13])[CH:8]=[C:7]([O:15][CH:16]([CH3:18])[CH3:17])[C:3]=1[C:4]([NH2:21])=[O:5], predict the reactants needed to synthesize it. The reactants are: [NH2:1][C:2]1[CH:10]=[C:9]([O:11][CH:12]([CH3:14])[CH3:13])[CH:8]=[C:7]([O:15][CH:16]([CH3:18])[CH3:17])[C:3]=1[C:4](O)=[O:5].Cl.C[N:21](C)CCCN=C=NCC.C1C=CC2N(O)N=NC=2C=1.C(N(CC)CC)C.[NH4+].[OH-].